Predict the reactants needed to synthesize the given product. From a dataset of Full USPTO retrosynthesis dataset with 1.9M reactions from patents (1976-2016). (1) Given the product [CH2:12]([O:11][C:9]([N:1]1[CH2:4][CH:3]([C:5]([OH:7])=[O:6])[CH2:2]1)=[O:10])[C:13]1[CH:18]=[CH:17][CH:16]=[CH:15][CH:14]=1, predict the reactants needed to synthesize it. The reactants are: [NH:1]1[CH2:4][CH:3]([C:5]([OH:7])=[O:6])[CH2:2]1.Cl[C:9]([O:11][CH2:12][C:13]1[CH:18]=[CH:17][CH:16]=[CH:15][CH:14]=1)=[O:10].Cl. (2) Given the product [Cl:17][C:16]1[CH:15]=[CH:14][CH:13]=[C:12]([Cl:18])[C:11]=1[N:9]1[CH:10]=[C:6]([C:40]([OH:39])([CH3:41])[CH3:34])[N:7]=[C:8]1[C:19]1[S:20][C:21]([C:24]2[CH:29]=[CH:28][CH:27]=[C:26]([S:30]([CH3:33])(=[O:32])=[O:31])[CH:25]=2)=[CH:22][CH:23]=1, predict the reactants needed to synthesize it. The reactants are: C(OC([C:6]1[N:7]=[C:8]([C:19]2[S:20][C:21]([C:24]3[CH:29]=[CH:28][CH:27]=[C:26]([S:30]([CH3:33])(=[O:32])=[O:31])[CH:25]=3)=[CH:22][CH:23]=2)[N:9]([C:11]2[C:16]([Cl:17])=[CH:15][CH:14]=[CH:13][C:12]=2[Cl:18])[CH:10]=1)=O)C.[CH3:34][Mg]Br.CC[O:39][CH2:40][CH3:41]. (3) Given the product [NH2:21][CH:2]([CH2:6][CH2:7][CH2:8][CH2:9][C:10]([O-:12])=[O:11])[C:3]([O-:5])=[O:4].[O:1]=[C:2]([CH2:6][CH2:7][CH2:8][CH2:9][C:10]([O-:12])=[O:11])[C:3]([O-:5])=[O:4].[NH2:22][CH2:23][CH2:24][CH2:25][CH2:26][CH2:27][CH2:28][NH2:37], predict the reactants needed to synthesize it. The reactants are: [O:1]=[C:2]([CH2:6][CH2:7][CH2:8][CH2:9][C:10]([O-:12])=[O:11])[C:3]([O-:5])=[O:4].C(CC[NH2:21])CCC(O)=O.[NH2:22][CH2:23][CH2:24][CH2:25][CH2:26][CH2:27][CH:28]=O.C([C@H]([NH3+:37])C([O-])=O)C=O. (4) Given the product [NH2:18][C:10]1[O:11][C@H:12]([C:14]([F:16])([F:17])[F:15])[CH2:13][C@:8]([C:6]2[CH:7]=[C:2]([NH:1][C:30]([C:27]3[CH:26]=[N:25][C:24]([O:23][CH2:22][F:21])=[CH:29][N:28]=3)=[O:31])[CH:3]=[CH:4][C:5]=2[F:20])([CH3:19])[N:9]=1, predict the reactants needed to synthesize it. The reactants are: [NH2:1][C:2]1[CH:3]=[CH:4][C:5]([F:20])=[C:6]([C@:8]2([CH3:19])[CH2:13][C@@H:12]([C:14]([F:17])([F:16])[F:15])[O:11][C:10]([NH2:18])=[N:9]2)[CH:7]=1.[F:21][CH2:22][O:23][C:24]1[N:25]=[CH:26][C:27]([C:30](O)=[O:31])=[N:28][CH:29]=1. (5) Given the product [C:40]([O:39][C:37]([NH:29][CH2:4][C:3]#[C:2][CH2:1][OH:6])=[O:38])([CH3:42])([CH3:7])[CH3:41], predict the reactants needed to synthesize it. The reactants are: [CH2:1]([OH:6])[C:2]#[C:3][CH2:4]O.[C:7]1(P(C2C=CC=CC=2)C2C=CC=CC=2)C=CC=CC=1.N=[N+]=[N-].[N:29]([C:37]([O:39][CH:40]([CH3:42])[CH3:41])=[O:38])=[N:29][C:37]([O:39][CH:40]([CH3:42])[CH3:41])=[O:38].Cl.C(=O)([O-])[O-].[K+].[K+].C(OC(OC(C)(C)C)=O)(OC(C)(C)C)=O.